From a dataset of Reaction yield outcomes from USPTO patents with 853,638 reactions. Predict the reaction yield, written as a fraction of the theoretical maximum amount of product (1.0 means a 100% yield; for example, 0.34 means a 34% yield). The reactants are [CH3:1][O:2][C:3](=[O:16])[C:4]1[CH:9]=[CH:8][C:7]([CH:10](O)[CH3:11])=[CH:6][C:5]=1[N+:13]([O-:15])=[O:14].CCN(S(F)(F)[F:23])CC.C([O-])(O)=O.[Na+]. The catalyst is C(Cl)Cl. The product is [CH3:1][O:2][C:3](=[O:16])[C:4]1[CH:9]=[CH:8][C:7]([CH:10]([F:23])[CH3:11])=[CH:6][C:5]=1[N+:13]([O-:15])=[O:14]. The yield is 0.560.